Dataset: Reaction yield outcomes from USPTO patents with 853,638 reactions. Task: Predict the reaction yield, written as a fraction of the theoretical maximum amount of product (1.0 means a 100% yield; for example, 0.34 means a 34% yield). (1) The reactants are [OH:1][CH2:2][CH2:3][NH:4][C:5]1[CH:6]=[C:7]2[C:11](=[CH:12][CH:13]=1)[C:10](=[C:14]1[C:22]3[C:17](=[CH:18][CH:19]=[CH:20][CH:21]=3)[NH:16][C:15]1=[O:23])[O:9][CH2:8]2.[Br:24][CH2:25][C:26](O[C:26](=[O:27])[CH2:25][Br:24])=[O:27].O. The catalyst is C1COCC1.CN(C)C1C=CN=CC=1. The product is [O:23]=[C:15]1[C:14](=[C:10]2[C:11]3[C:7](=[CH:6][C:5]([NH:4][CH2:3][CH2:2][O:1][C:26](=[O:27])[CH2:25][Br:24])=[CH:13][CH:12]=3)[CH2:8][O:9]2)[C:22]2[C:17](=[CH:18][CH:19]=[CH:20][CH:21]=2)[NH:16]1. The yield is 0.780. (2) The reactants are [CH2:1]([O:3][C:4]([C@H:6]1[CH2:11][CH2:10][C@H:9]([OH:12])[CH2:8][CH2:7]1)=[O:5])[CH3:2].N1C=CN=C1.[CH3:18][Si:19](Cl)([CH3:21])[CH3:20]. The catalyst is CN(C)C=O. The product is [CH2:1]([O:3][C:4]([C@H:6]1[CH2:11][CH2:10][C@H:9]([O:12][Si:19]([CH3:21])([CH3:20])[CH3:18])[CH2:8][CH2:7]1)=[O:5])[CH3:2]. The yield is 0.940. (3) The product is [Cl:1][C:2]1[CH:3]=[C:4]([CH2:9][CH:10]([CH3:16])[C:11]([O:13][CH2:14][CH3:15])=[O:12])[CH:5]=[CH:6][C:7]=1[OH:8]. The yield is 0.969. The reactants are [Cl:1][C:2]1[CH:3]=[C:4]([CH:9]=[C:10]([CH3:16])[C:11]([O:13][CH2:14][CH3:15])=[O:12])[CH:5]=[CH:6][C:7]=1[OH:8].[H][H]. The catalyst is C(OCC)(=O)C.[Pd]. (4) The reactants are [CH:1]1([CH2:4][NH:5][C:6]([C:8]2[CH:13]=[CH:12][CH:11]=[C:10]([C:14]3[C:22]4[C:17](=[CH:18][CH:19]=[C:20]([C:23]5[N:27]=[CH:26][N:25](C(C6C=CC=CC=6)(C6C=CC=CC=6)C6C=CC=CC=6)[N:24]=5)[CH:21]=4)[N:16](C4CCCCO4)[N:15]=3)[CH:9]=2)=[O:7])[CH2:3][CH2:2]1.Cl.C(=O)(O)[O-].[Na+]. The catalyst is O1CCOCC1. The product is [NH:24]1[C:23]([C:20]2[CH:21]=[C:22]3[C:17](=[CH:18][CH:19]=2)[NH:16][N:15]=[C:14]3[C:10]2[CH:9]=[C:8]([C:6]([NH:5][CH2:4][CH:1]3[CH2:3][CH2:2]3)=[O:7])[CH:13]=[CH:12][CH:11]=2)=[N:27][CH:26]=[N:25]1. The yield is 0.540. (5) The reactants are [C:1]([NH:4][C:5]1[CH:10]=[CH:9][C:8]([S:11]([NH:14][C:15]2[S:19][C:18]([CH2:20][C:21]([O:23]CC)=[O:22])=[N:17][N:16]=2)(=[O:13])=[O:12])=[CH:7][CH:6]=1)(=[O:3])[CH3:2].[Li+].[OH-]. The catalyst is C1COCC1. The product is [C:1]([NH:4][C:5]1[CH:10]=[CH:9][C:8]([S:11]([NH:14][C:15]2[S:19][C:18]([CH2:20][C:21]([OH:23])=[O:22])=[N:17][N:16]=2)(=[O:13])=[O:12])=[CH:7][CH:6]=1)(=[O:3])[CH3:2]. The yield is 0.880. (6) The product is [CH3:1][O:2][C:3]1[CH:11]=[C:10]([CH3:12])[CH:9]=[CH:8][C:4]=1[C:5]([NH2:23])=[O:6]. The catalyst is ClCCl. The reactants are [CH3:1][O:2][C:3]1[CH:11]=[C:10]([CH3:12])[CH:9]=[CH:8][C:4]=1[C:5](O)=[O:6].C(Cl)CCl.C1C=CC2N(O)N=[N:23]C=2C=1.N. The yield is 0.830. (7) The yield is 0.710. The product is [CH:28]1([C:26]([NH:25][C:23]2[N:24]=[C:19]3[CH:18]=[CH:17][C:16]([O:15][C:14]4[CH:13]=[C:12]([NH:11][C:8]([C:4]5[S:3][C:2]([CH3:1])=[N:6][C:5]=5[CH3:7])=[O:10])[CH:33]=[CH:32][CH:31]=4)=[N:21][N:20]3[CH:22]=2)=[O:27])[CH2:29][CH2:30]1. The reactants are [CH3:1][C:2]1[S:3][C:4]([C:8]([OH:10])=O)=[C:5]([CH3:7])[N:6]=1.[NH2:11][C:12]1[CH:13]=[C:14]([CH:31]=[CH:32][CH:33]=1)[O:15][C:16]1[CH:17]=[CH:18][C:19]2[N:20]([CH:22]=[C:23]([NH:25][C:26]([CH:28]3[CH2:30][CH2:29]3)=[O:27])[N:24]=2)[N:21]=1.ON1C2C=CC=CC=2N=N1.Cl.C(N=C=NCCCN(C)C)C.C(N(CC)CC)C. The catalyst is CN(C)C=O.